Task: Predict the reactants needed to synthesize the given product.. Dataset: Full USPTO retrosynthesis dataset with 1.9M reactions from patents (1976-2016) The reactants are: [F:1][C:2]1[CH:3]=[C:4]([CH:18]=[C:19]([F:21])[CH:20]=1)[O:5][C:6]1[CH:7]=[CH:8][C:9]2[N:13]=[C:12]([CH2:14][OH:15])[N:11]([CH3:16])[C:10]=2[CH:17]=1.O[C:23]1[CH:24]=[C:25]([CH:30]=[CH:31][CH:32]=1)[C:26]([O:28][CH3:29])=[O:27].C(P(CCCC)CCCC)CCC.N(C(N1CCCCC1)=O)=NC(N1CCCCC1)=O. Given the product [F:1][C:2]1[CH:3]=[C:4]([CH:18]=[C:19]([F:21])[CH:20]=1)[O:5][C:6]1[CH:7]=[CH:8][C:9]2[N:13]=[C:12]([CH2:14][O:15][C:23]3[CH:24]=[C:25]([CH:30]=[CH:31][CH:32]=3)[C:26]([O:28][CH3:29])=[O:27])[N:11]([CH3:16])[C:10]=2[CH:17]=1, predict the reactants needed to synthesize it.